This data is from CYP3A4 inhibition data for predicting drug metabolism from PubChem BioAssay. The task is: Regression/Classification. Given a drug SMILES string, predict its absorption, distribution, metabolism, or excretion properties. Task type varies by dataset: regression for continuous measurements (e.g., permeability, clearance, half-life) or binary classification for categorical outcomes (e.g., BBB penetration, CYP inhibition). Dataset: cyp3a4_veith. (1) The drug is Nc1nc2[nH]c(=O)cnc2c(=O)[nH]1. The result is 0 (non-inhibitor). (2) The molecule is O=C(CNS(=O)(=O)c1ccc(Br)cc1)N1CCOCC1. The result is 0 (non-inhibitor). (3) The molecule is CCOC(=O)c1cc(C(=O)OCC)cc(-n2cc(O)c(C(=O)OCC)n2)c1. The result is 0 (non-inhibitor).